From a dataset of NCI-60 drug combinations with 297,098 pairs across 59 cell lines. Regression. Given two drug SMILES strings and cell line genomic features, predict the synergy score measuring deviation from expected non-interaction effect. (1) Drug 1: CC12CCC3C(C1CCC2O)C(CC4=C3C=CC(=C4)O)CCCCCCCCCS(=O)CCCC(C(F)(F)F)(F)F. Drug 2: C1=NC2=C(N=C(N=C2N1C3C(C(C(O3)CO)O)F)Cl)N. Cell line: U251. Synergy scores: CSS=-6.68, Synergy_ZIP=5.45, Synergy_Bliss=3.78, Synergy_Loewe=-13.6, Synergy_HSA=-14.7. (2) Synergy scores: CSS=35.4, Synergy_ZIP=-4.40, Synergy_Bliss=3.88, Synergy_Loewe=-41.3, Synergy_HSA=0.717. Drug 1: C1=CC=C(C=C1)NC(=O)CCCCCCC(=O)NO. Cell line: SF-539. Drug 2: CN(CC1=CN=C2C(=N1)C(=NC(=N2)N)N)C3=CC=C(C=C3)C(=O)NC(CCC(=O)O)C(=O)O. (3) Drug 1: CC1=C(N=C(N=C1N)C(CC(=O)N)NCC(C(=O)N)N)C(=O)NC(C(C2=CN=CN2)OC3C(C(C(C(O3)CO)O)O)OC4C(C(C(C(O4)CO)O)OC(=O)N)O)C(=O)NC(C)C(C(C)C(=O)NC(C(C)O)C(=O)NCCC5=NC(=CS5)C6=NC(=CS6)C(=O)NCCC[S+](C)C)O. Drug 2: CC1=C(C(=O)C2=C(C1=O)N3CC4C(C3(C2COC(=O)N)OC)N4)N. Cell line: 786-0. Synergy scores: CSS=32.8, Synergy_ZIP=-9.78, Synergy_Bliss=-0.871, Synergy_Loewe=0.208, Synergy_HSA=0.727. (4) Drug 1: C1CC(C1)(C(=O)O)C(=O)O.[NH2-].[NH2-].[Pt+2]. Drug 2: C1=CN(C=N1)CC(O)(P(=O)(O)O)P(=O)(O)O. Cell line: CAKI-1. Synergy scores: CSS=3.43, Synergy_ZIP=-1.53, Synergy_Bliss=-2.85, Synergy_Loewe=-7.47, Synergy_HSA=-7.46.